From a dataset of NCI-60 drug combinations with 297,098 pairs across 59 cell lines. Regression. Given two drug SMILES strings and cell line genomic features, predict the synergy score measuring deviation from expected non-interaction effect. (1) Drug 1: CC(CN1CC(=O)NC(=O)C1)N2CC(=O)NC(=O)C2. Drug 2: C1=NC2=C(N1)C(=S)N=CN2. Cell line: PC-3. Synergy scores: CSS=25.4, Synergy_ZIP=-8.29, Synergy_Bliss=-4.22, Synergy_Loewe=-5.23, Synergy_HSA=-1.43. (2) Drug 1: C1CN1P(=S)(N2CC2)N3CC3. Drug 2: CN(C(=O)NC(C=O)C(C(C(CO)O)O)O)N=O. Cell line: UACC62. Synergy scores: CSS=16.4, Synergy_ZIP=-6.42, Synergy_Bliss=-1.51, Synergy_Loewe=-7.45, Synergy_HSA=-0.214. (3) Drug 1: C1CCC(CC1)NC(=O)N(CCCl)N=O. Drug 2: C(CC(=O)O)C(=O)CN.Cl. Cell line: PC-3. Synergy scores: CSS=16.1, Synergy_ZIP=-7.76, Synergy_Bliss=-1.35, Synergy_Loewe=-1.10, Synergy_HSA=-0.0621. (4) Drug 1: CCN(CC)CCNC(=O)C1=C(NC(=C1C)C=C2C3=C(C=CC(=C3)F)NC2=O)C. Drug 2: N.N.Cl[Pt+2]Cl. Cell line: SNB-19. Synergy scores: CSS=39.6, Synergy_ZIP=-0.567, Synergy_Bliss=0.750, Synergy_Loewe=-2.41, Synergy_HSA=1.05. (5) Drug 1: C1=CC(=C2C(=C1NCCNCCO)C(=O)C3=C(C=CC(=C3C2=O)O)O)NCCNCCO. Drug 2: CC1=C(C=C(C=C1)NC(=O)C2=CC=C(C=C2)CN3CCN(CC3)C)NC4=NC=CC(=N4)C5=CN=CC=C5. Cell line: OVCAR-5. Synergy scores: CSS=40.0, Synergy_ZIP=7.83, Synergy_Bliss=13.1, Synergy_Loewe=-6.29, Synergy_HSA=12.5. (6) Drug 2: CN1C2=C(C=C(C=C2)N(CCCl)CCCl)N=C1CCCC(=O)O.Cl. Cell line: A549. Drug 1: C1C(C(OC1N2C=NC3=C(N=C(N=C32)Cl)N)CO)O. Synergy scores: CSS=15.6, Synergy_ZIP=-4.41, Synergy_Bliss=-0.552, Synergy_Loewe=-32.4, Synergy_HSA=-5.31.